This data is from Full USPTO retrosynthesis dataset with 1.9M reactions from patents (1976-2016). The task is: Predict the reactants needed to synthesize the given product. Given the product [Br:1][C:2]1[CH:3]=[CH:4][C:5]([CH2:8][CH2:9][N:10]([CH2:18][C@@H:19]([C:20]2[CH:21]=[CH:22][CH:23]=[CH:24][CH:25]=2)[O:26][CH:28]2[CH2:29][CH2:30][CH2:31][CH2:32][O:27]2)[C:11](=[O:17])[O:12][C:13]([CH3:16])([CH3:15])[CH3:14])=[CH:6][CH:7]=1, predict the reactants needed to synthesize it. The reactants are: [Br:1][C:2]1[CH:7]=[CH:6][C:5]([CH2:8][CH2:9][N:10]([CH2:18][C@H:19]([OH:26])[C:20]2[CH:25]=[CH:24][CH:23]=[CH:22][CH:21]=2)[C:11](=[O:17])[O:12][C:13]([CH3:16])([CH3:15])[CH3:14])=[CH:4][CH:3]=1.[O:27]1[CH:32]=[CH:31][CH2:30][CH2:29][CH2:28]1.